Dataset: Full USPTO retrosynthesis dataset with 1.9M reactions from patents (1976-2016). Task: Predict the reactants needed to synthesize the given product. (1) Given the product [Br:1][C:2]1[C:3]([F:9])=[CH:4][C:5]([C:14](=[O:16])[CH3:15])=[C:6]([F:8])[CH:7]=1, predict the reactants needed to synthesize it. The reactants are: [Br:1][C:2]1[CH:7]=[C:6]([F:8])[CH:5]=[CH:4][C:3]=1[F:9].[Cl-].[Al+3].[Cl-].[Cl-].[C:14](Cl)(=[O:16])[CH3:15].Cl. (2) Given the product [F:1][C:2]([F:12])([F:11])[C:3]1[CH:10]=[CH:9][CH:8]=[CH:7][C:4]=1[CH2:5][Br:13], predict the reactants needed to synthesize it. The reactants are: [F:1][C:2]([F:12])([F:11])[C:3]1[CH:10]=[CH:9][CH:8]=[CH:7][C:4]=1[CH2:5]O.[BrH:13]. (3) The reactants are: [NH2:1][C:2]1[CH:9]=[CH:8][CH:7]=[CH:6][C:3]=1[CH2:4][NH2:5].F[C:11]1[CH:19]=[N:18][CH:17]=[CH:16][C:12]=1[C:13]([OH:15])=[O:14]. Given the product [NH2:1][C:2]1[CH:9]=[CH:8][CH:7]=[CH:6][C:3]=1[CH2:4][NH:5][C:16]1[CH:17]=[N:18][CH:19]=[CH:11][C:12]=1[C:13]([OH:15])=[O:14], predict the reactants needed to synthesize it. (4) The reactants are: [F:1][C:2]1[C:37]([F:38])=[CH:36][CH:35]=[CH:34][C:3]=1[CH2:4][S:5][C:6]1[N:11]=[C:10]([NH:12][S:13]([C:16]2[CH:25]=[C:24]3[C:19]([CH2:20][CH2:21][N:22](C(=O)C(F)(F)F)[CH2:23]3)=[CH:18][CH:17]=2)(=[O:15])=[O:14])[CH:9]=[C:8]([O:32][CH3:33])[N:7]=1.N. Given the product [F:1][C:2]1[C:37]([F:38])=[CH:36][CH:35]=[CH:34][C:3]=1[CH2:4][S:5][C:6]1[N:11]=[C:10]([NH:12][S:13]([C:16]2[CH:25]=[C:24]3[C:19]([CH2:20][CH2:21][NH:22][CH2:23]3)=[CH:18][CH:17]=2)(=[O:15])=[O:14])[CH:9]=[C:8]([O:32][CH3:33])[N:7]=1, predict the reactants needed to synthesize it. (5) Given the product [C:16]([NH:20][C:21]([C:23]1[CH:27]=[C:26]([C:28]2[CH:33]=[CH:32][C:31]([CH2:34][NH:35][C:13]([CH:8]3[CH2:12][CH2:11][CH2:10][CH2:9]3)=[O:14])=[CH:30][N:29]=2)[N:25]([C:36]2[CH:41]=[CH:40][CH:39]=[CH:38][CH:37]=2)[N:24]=1)=[O:22])([CH3:19])([CH3:17])[CH3:18], predict the reactants needed to synthesize it. The reactants are: C(N(CC)CC)C.[CH:8]1([C:13](Cl)=[O:14])[CH2:12][CH2:11][CH2:10][CH2:9]1.[C:16]([NH:20][C:21]([C:23]1[CH:27]=[C:26]([C:28]2[CH:33]=[CH:32][C:31]([CH2:34][NH2:35])=[CH:30][N:29]=2)[N:25]([C:36]2[CH:41]=[CH:40][CH:39]=[CH:38][CH:37]=2)[N:24]=1)=[O:22])([CH3:19])([CH3:18])[CH3:17].CO. (6) The reactants are: [C:1]([NH:8][C@H:9]([CH2:14][OH:15])[CH2:10][CH:11]([CH3:13])[CH3:12])([O:3][C:4]([CH3:7])([CH3:6])[CH3:5])=[O:2].C(N(CC)CC)C.CS(C)=O.C(OC(=O)C)C. Given the product [C:4]([O:3][C:1]([NH:8][C@H:9]([CH:14]=[O:15])[CH2:10][CH:11]([CH3:12])[CH3:13])=[O:2])([CH3:6])([CH3:7])[CH3:5], predict the reactants needed to synthesize it.